Regression. Given a peptide amino acid sequence and an MHC pseudo amino acid sequence, predict their binding affinity value. This is MHC class I binding data. From a dataset of Peptide-MHC class I binding affinity with 185,985 pairs from IEDB/IMGT. (1) The peptide sequence is VLTLLLLLV. The MHC is HLA-A02:03 with pseudo-sequence HLA-A02:03. The binding affinity (normalized) is 0.388. (2) The peptide sequence is KQLEYSWVL. The MHC is HLA-A02:16 with pseudo-sequence HLA-A02:16. The binding affinity (normalized) is 1.00. (3) The MHC is HLA-A02:02 with pseudo-sequence HLA-A02:02. The binding affinity (normalized) is 0.702. The peptide sequence is GIFSNPHPV. (4) The binding affinity (normalized) is 0.0262. The MHC is HLA-A02:03 with pseudo-sequence HLA-A02:03. The peptide sequence is LVGKLNWASQIY. (5) The peptide sequence is IYSAEFKNY. The MHC is HLA-A03:01 with pseudo-sequence HLA-A03:01. The binding affinity (normalized) is 0.0847.